Task: Predict the reaction yield, written as a fraction of the theoretical maximum amount of product (1.0 means a 100% yield; for example, 0.34 means a 34% yield).. Dataset: Reaction yield outcomes from USPTO patents with 853,638 reactions (1) The reactants are [CH2:1]([N:8]1[CH2:12][CH2:11][C@H:10]([OH:13])[CH2:9]1)[C:2]1[CH:7]=[CH:6][CH:5]=[CH:4][CH:3]=1.N12CCN(CC1)CC2.[C:22]1([CH3:32])[CH:27]=[CH:26][C:25]([S:28](Cl)(=[O:30])=[O:29])=[CH:24][CH:23]=1. The catalyst is COC(C)(C)C. The product is [CH2:1]([N:8]1[CH2:12][CH2:11][C@H:10]([O:13][S:28]([C:25]2[CH:26]=[CH:27][C:22]([CH3:32])=[CH:23][CH:24]=2)(=[O:30])=[O:29])[CH2:9]1)[C:2]1[CH:3]=[CH:4][CH:5]=[CH:6][CH:7]=1. The yield is 0.940. (2) The reactants are [C:1]([O-:4])(=[O:3])C.[O:5]=[C:6]1[C@@H:9]([NH3+:10])[CH2:8][NH:7]1.[CH3:11]CN(C(C)C)C(C)C.[C:20]([C:24]1[CH:29]=[CH:28][C:27](C2C=CN(C([O-])=O)C(=O)C=2C)=[CH:26][CH:25]=1)([CH3:23])([CH3:22])[CH3:21]. The catalyst is C(Cl)Cl. The product is [C:20]([C:24]1[CH:29]=[CH:28][C:27]([O:4][C:1](=[O:3])[N:10]([CH3:11])[C@H:9]2[CH2:8][NH:7][C:6]2=[O:5])=[CH:26][CH:25]=1)([CH3:23])([CH3:21])[CH3:22]. The yield is 0.540. (3) The reactants are [CH3:1][C:2]1([CH3:25])[C:6]([C:7]2[C:8]([O:18]C3CCCCO3)=[CH:9][C:10]([F:17])=[C:11]([CH:16]=2)[C:12]([O:14][CH3:15])=[O:13])=[CH:5][CH2:4][CH2:3]1.CC1C=CC(S([O-])(=O)=O)=CC=1.C1C=C[NH+]=CC=1. The catalyst is CO. The product is [CH3:1][C:2]1([CH3:25])[C:6]([C:7]2[C:8]([OH:18])=[CH:9][C:10]([F:17])=[C:11]([CH:16]=2)[C:12]([O:14][CH3:15])=[O:13])=[CH:5][CH2:4][CH2:3]1. The yield is 0.810. (4) The reactants are [CH3:1][C:2]1[C:6]2[CH:7]=[CH:8][CH:9]=[CH:10][C:5]=2[O:4][C:3]=1[CH:11]([NH:20][C:21]1[CH:29]=[CH:28][C:24]([C:25](O)=[O:26])=[CH:23][CH:22]=1)[CH2:12][O:13][C:14]1[CH:19]=[CH:18][CH:17]=[CH:16][CH:15]=1.Cl.[CH2:31]([O:33][C:34](=[O:38])[CH2:35][CH2:36][NH2:37])[CH3:32].O.ON1C2C=CC=CC=2N=N1.Cl.C(N=C=NCCCN(C)C)C.Cl. The catalyst is CN(C)C=O.C(N(CC)CC)C. The product is [CH3:1][C:2]1[C:6]2[CH:7]=[CH:8][CH:9]=[CH:10][C:5]=2[O:4][C:3]=1[CH:11]([NH:20][C:21]1[CH:22]=[CH:23][C:24]([C:25]([NH:37][CH2:36][CH2:35][C:34]([O:33][CH2:31][CH3:32])=[O:38])=[O:26])=[CH:28][CH:29]=1)[CH2:12][O:13][C:14]1[CH:19]=[CH:18][CH:17]=[CH:16][CH:15]=1. The yield is 0.500. (5) The reactants are Cl[C:2]1[CH:20]=[CH:19][C:18]([N+:21]([O-:23])=[O:22])=[CH:17][C:3]=1[CH2:4][N:5]([CH3:16])[C:6](=[O:15])[O:7][CH2:8][C:9]1[CH:14]=[CH:13][CH:12]=[CH:11][CH:10]=1.[S-2:24].[Na+].[Na+].O. The catalyst is CS(C)=O. The product is [SH:24][C:2]1[CH:20]=[CH:19][C:18]([N+:21]([O-:23])=[O:22])=[CH:17][C:3]=1[CH2:4][N:5]([CH3:16])[C:6](=[O:15])[O:7][CH2:8][C:9]1[CH:14]=[CH:13][CH:12]=[CH:11][CH:10]=1. The yield is 0.446.